This data is from Reaction yield outcomes from USPTO patents with 853,638 reactions. The task is: Predict the reaction yield, written as a fraction of the theoretical maximum amount of product (1.0 means a 100% yield; for example, 0.34 means a 34% yield). (1) The catalyst is O.O1CCCC1. The product is [CH2:28]([C:27]1[CH:26]=[C:25]([O:30][CH2:31][CH2:32][CH2:33][S:34]([CH3:37])(=[O:36])=[O:35])[CH:24]=[C:23]([CH2:38][CH3:39])[C:22]=1[C:18]1[CH:19]=[CH:20][CH:21]=[C:16]([CH2:15][O:14][C:12]2[CH:11]=[CH:10][C:9]3[C@H:5]([CH2:4][C:3]([OH:40])=[O:2])[CH2:6][O:7][C:8]=3[CH:13]=2)[CH:17]=1)[CH3:29]. The reactants are C[O:2][C:3](=[O:40])[CH2:4][C@H:5]1[C:9]2[CH:10]=[CH:11][C:12]([O:14][CH2:15][C:16]3[CH:17]=[C:18]([C:22]4[C:27]([CH2:28][CH3:29])=[CH:26][C:25]([O:30][CH2:31][CH2:32][CH2:33][S:34]([CH3:37])(=[O:36])=[O:35])=[CH:24][C:23]=4[CH2:38][CH3:39])[CH:19]=[CH:20][CH:21]=3)=[CH:13][C:8]=2[O:7][CH2:6]1.CO.[OH-].[Na+].C(O)(=O)CC(CC(O)=O)(C(O)=O)O. The yield is 0.810. (2) The reactants are [F:1][C:2]1[CH:7]=[CH:6][C:5]([C:8]2[C:17]([N:18]3[CH2:23][CH2:22][O:21][CH2:20][C@@H:19]3[CH3:24])=[N:16][C:15]3[C:10](=[CH:11][CH:12]=[C:13]([C:25]([O:27]C)=[O:26])[CH:14]=3)[N:9]=2)=[CH:4][CH:3]=1.[OH-].[Na+]. The catalyst is CO.C(Cl)(Cl)Cl.O. The product is [F:1][C:2]1[CH:7]=[CH:6][C:5]([C:8]2[C:17]([N:18]3[CH2:23][CH2:22][O:21][CH2:20][C@@H:19]3[CH3:24])=[N:16][C:15]3[C:10](=[CH:11][CH:12]=[C:13]([C:25]([OH:27])=[O:26])[CH:14]=3)[N:9]=2)=[CH:4][CH:3]=1. The yield is 0.680. (3) The reactants are [C:1]([O:5][C:6]([N:8]1[CH2:12][C:11](=[N:13][O:14][CH3:15])[CH2:10][C@H:9]1[C:16]([OH:18])=O)=[O:7])([CH3:4])([CH3:3])[CH3:2].[C:19]1([NH2:26])[C:20]([NH2:25])=[CH:21][CH:22]=[CH:23][CH:24]=1.C(Cl)CCl. The catalyst is CN(C1C=CN=CC=1)C.ClCCl. The product is [NH2:25][C:20]1[CH:21]=[CH:22][CH:23]=[CH:24][C:19]=1[NH:26][C:16]([C@@H:9]1[CH2:10][C:11](=[N:13][O:14][CH3:15])[CH2:12][N:8]1[C:6]([O:5][C:1]([CH3:2])([CH3:3])[CH3:4])=[O:7])=[O:18]. The yield is 0.970. (4) The reactants are [Cl:1][C:2]1[C:11]([CH2:12][C:13]#[N:14])=[CH:10][CH:9]=[CH:8][C:3]=1[C:4]([O:6][CH3:7])=[O:5].[H-].[Na+].Br[CH2:18][CH2:19]Br.[Cl-].[NH4+]. The catalyst is CS(C)=O. The product is [Cl:1][C:2]1[C:11]([C:12]2([C:13]#[N:14])[CH2:19][CH2:18]2)=[CH:10][CH:9]=[CH:8][C:3]=1[C:4]([O:6][CH3:7])=[O:5]. The yield is 0.600. (5) The catalyst is C1COCC1.CO. The reactants are [CH3:1][O:2][C:3]1[CH:4]=[C:5]([NH:11][C:12]2[C:13]3[N:39]=[CH:38][S:37][C:14]=3[N:15]=[C:16]([N:18]3[CH2:22][CH2:21][CH:20]([NH:23][C:24]([C:26]4[CH:35]=[CH:34][C:29]([C:30]([O:32]C)=[O:31])=[C:28]([OH:36])[CH:27]=4)=[O:25])[CH2:19]3)[N:17]=2)[CH:6]=[CH:7][C:8]=1[O:9][CH3:10].[OH-].[Na+]. The yield is 0.140. The product is [CH3:1][O:2][C:3]1[CH:4]=[C:5]([NH:11][C:12]2[C:13]3[N:39]=[CH:38][S:37][C:14]=3[N:15]=[C:16]([N:18]3[CH2:22][CH2:21][CH:20]([NH:23][C:24]([C:26]4[CH:35]=[CH:34][C:29]([C:30]([OH:32])=[O:31])=[C:28]([OH:36])[CH:27]=4)=[O:25])[CH2:19]3)[N:17]=2)[CH:6]=[CH:7][C:8]=1[O:9][CH3:10].